From a dataset of Forward reaction prediction with 1.9M reactions from USPTO patents (1976-2016). Predict the product of the given reaction. (1) Given the reactants [CH3:1][C:2]1([CH3:11])[CH:6]2[CH2:7][CH2:8][CH:3]1[C:4](=O)[C:5]2=O.COP([CH2:18][C:19](=O)[CH2:20][C:21]1([CH3:24])[CH2:23][CH2:22]1)(=O)OC.O.[NH2:27][NH2:28], predict the reaction product. The product is: [CH3:1][C:2]1([CH3:11])[CH:6]2[CH2:7][CH2:8][CH:3]1[C:4]1[CH:18]=[C:19]([CH2:20][C:21]3([CH3:24])[CH2:23][CH2:22]3)[N:27]=[N:28][C:5]=12. (2) Given the reactants [C:1]([N:8]1[CH2:13][CH2:12][N:11]([C:14]2[CH:19]=[CH:18][CH:17]=[CH:16][C:15]=2[NH2:20])[CH2:10][CH2:9]1)([O:3][C:4]([CH3:7])([CH3:6])[CH3:5])=[O:2].CCN(CC)CC.[Cl:28][CH2:29][CH2:30][CH2:31][S:32](Cl)(=[O:34])=[O:33], predict the reaction product. The product is: [C:1]([N:8]1[CH2:13][CH2:12][N:11]([C:14]2[CH:19]=[CH:18][CH:17]=[CH:16][C:15]=2[NH:20][S:32]([CH2:31][CH2:30][CH2:29][Cl:28])(=[O:34])=[O:33])[CH2:10][CH2:9]1)([O:3][C:4]([CH3:7])([CH3:6])[CH3:5])=[O:2]. (3) Given the reactants [F:1][C:2]1[CH:7]=[C:6]([F:8])[CH:5]=[CH:4][C:3]=1[CH:9]=[CH:10][C:11](=O)[C:12]([F:18])([F:17])[C:13]([F:16])([F:15])[F:14].Cl.[Br:21][C:22]1[CH:27]=[CH:26][C:25]([NH:28][NH2:29])=[CH:24][CH:23]=1.C(O)(=O)C.Cl, predict the reaction product. The product is: [Br:21][C:22]1[CH:27]=[CH:26][C:25]([N:28]2[CH:9]([C:3]3[CH:4]=[CH:5][C:6]([F:8])=[CH:7][C:2]=3[F:1])[CH2:10][C:11]([C:12]([F:18])([F:17])[C:13]([F:16])([F:15])[F:14])=[N:29]2)=[CH:24][CH:23]=1. (4) Given the reactants O1CCOCC1.[OH:7][CH2:8][CH2:9][CH2:10][CH2:11][CH2:12][CH2:13][CH2:14][CH2:15][CH2:16][CH2:17][CH2:18][O:19][C:20]1[CH:28]=[CH:27][C:23]([C:24]([OH:26])=[O:25])=[CH:22][CH:21]=1.C(N(CC)CC)C.[C:36](Cl)(=[O:40])[C:37]([CH3:39])=[CH2:38], predict the reaction product. The product is: [C:36]([O:7][CH2:8][CH2:9][CH2:10][CH2:11][CH2:12][CH2:13][CH2:14][CH2:15][CH2:16][CH2:17][CH2:18][O:19][C:20]1[CH:21]=[CH:22][C:23]([C:24]([OH:26])=[O:25])=[CH:27][CH:28]=1)(=[O:40])[C:37]([CH3:39])=[CH2:38].